Predict the product of the given reaction. From a dataset of Forward reaction prediction with 1.9M reactions from USPTO patents (1976-2016). (1) Given the reactants Br[C:2]1[CH:3]=[C:4]2[C:9]([NH:10][C@H:11]3[C@@H:15]([CH2:16][CH3:17])[CH2:14][N:13]([C:18]([O:20][CH2:21][C:22]4[CH:27]=[CH:26][CH:25]=[CH:24][CH:23]=4)=[O:19])[CH2:12]3)=[C:8]([C:28](=[O:30])[NH2:29])[CH:7]=[N:6][N:5]2[CH:31]=1.BrC1C=C2C(Cl)=C(C(N)=O)C=NN2C=1.N[C@H]1[C@@H](CC)CN(C(OCC2C=CC=CC=2)=O)C1.[O:64]=[C:65]1[C:73]2[C:68](=[CH:69][CH:70]=[CH:71][CH:72]=2)[C:67](=[O:74])[N:66]1[CH2:75][C:76]1[N:81]=[CH:80][C:79](B(O)O)=[CH:78][CH:77]=1.P([O-])([O-])([O-])=O.[K+].[K+].[K+], predict the reaction product. The product is: [C:28]([C:8]1[CH:7]=[N:6][N:5]2[CH:31]=[C:2]([C:79]3[CH:80]=[N:81][C:76]([CH2:75][N:66]4[C:65](=[O:64])[C:73]5[C:68](=[CH:69][CH:70]=[CH:71][CH:72]=5)[C:67]4=[O:74])=[CH:77][CH:78]=3)[CH:3]=[C:4]2[C:9]=1[NH:10][C@H:11]1[C@@H:15]([CH2:16][CH3:17])[CH2:14][N:13]([C:18]([O:20][CH2:21][C:22]2[CH:27]=[CH:26][CH:25]=[CH:24][CH:23]=2)=[O:19])[CH2:12]1)(=[O:30])[NH2:29]. (2) Given the reactants [Cl:1][C:2]1[CH:11]=[C:10]([CH:12]([NH2:14])[CH3:13])[C:9]([C:15]2[CH:20]=[CH:19][CH:18]=[C:17]([F:21])[CH:16]=2)=[C:8]2[C:3]=1[CH:4]=[CH:5][N:6]=[N:7]2.[NH2:22][C:23]1[C:28]([C:29]#[N:30])=[C:27](Cl)[N:26]=[CH:25][N:24]=1.C(N(CC)C(C)C)(C)C.C(#N)C, predict the reaction product. The product is: [NH2:22][C:23]1[C:28]([C:29]#[N:30])=[C:27]([NH:14][CH:12]([C:10]2[C:9]([C:15]3[CH:20]=[CH:19][CH:18]=[C:17]([F:21])[CH:16]=3)=[C:8]3[C:3]([CH:4]=[CH:5][N:6]=[N:7]3)=[C:2]([Cl:1])[CH:11]=2)[CH3:13])[N:26]=[CH:25][N:24]=1. (3) The product is: [F:25][C:5]1[CH:6]=[CH:7][CH:8]=[C:9]2[C:4]=1[N:3]=[C:2]([C:29]1[CH:30]=[CH:31][CH:32]=[CH:33][C:28]=1[S:27][CH3:26])[C:11]([C@@H:12]([N:14]1[C:22](=[O:23])[C:21]3[C:16](=[CH:17][CH:18]=[CH:19][CH:20]=3)[C:15]1=[O:24])[CH3:13])=[CH:10]2. Given the reactants Cl[C:2]1[C:11]([C@@H:12]([N:14]2[C:22](=[O:23])[C:21]3[C:16](=[CH:17][CH:18]=[CH:19][CH:20]=3)[C:15]2=[O:24])[CH3:13])=[CH:10][C:9]2[C:4](=[C:5]([F:25])[CH:6]=[CH:7][CH:8]=2)[N:3]=1.[CH3:26][S:27][C:28]1[CH:33]=[CH:32][CH:31]=[CH:30][C:29]=1B(O)O.C(=O)([O-])[O-].[K+].[K+], predict the reaction product. (4) Given the reactants [CH2:1]1[CH:5]2[C@@H:6]3C=C[C@H]([CH:4]2C=[CH:2]1)C3.[CH3:11][O:12][C:13](=[O:16])[CH:14]=[CH2:15].C1(C=CC(O)=CC=1)O, predict the reaction product. The product is: [CH3:11][O:12][C:13]([CH:14]1[CH2:4][CH:5]2[CH2:6][CH:15]1[CH:2]=[CH:1]2)=[O:16]. (5) Given the reactants [N+:1]([CH2:4][CH:5]([C:12]1[C:20]2[C:15](=[CH:16][CH:17]=[CH:18][CH:19]=2)[NH:14][CH:13]=1)[C:6]1[CH:11]=[CH:10][CH:9]=[CH:8][CH:7]=1)([O-:3])=[O:2].I[C:22]1[CH:27]=[CH:26][CH:25]=[CH:24][CH:23]=1.[O-]P([O-])([O-])=O.[K+].[K+].[K+], predict the reaction product. The product is: [N+:1]([CH2:4][CH:5]([C:12]1[C:20]2[C:15](=[CH:16][CH:17]=[CH:18][CH:19]=2)[N:14]([C:22]2[CH:27]=[CH:26][CH:25]=[CH:24][CH:23]=2)[CH:13]=1)[C:6]1[CH:7]=[CH:8][CH:9]=[CH:10][CH:11]=1)([O-:3])=[O:2]. (6) Given the reactants [O:1]1CCC[CH2:2]1.Br[C:7]1[CH:20]=[CH:19][C:10]([CH2:11][O:12][C:13]2[CH:18]=[CH:17][CH:16]=[CH:15][N:14]=2)=[CH:9][CH:8]=1.C([Li])CCC.CN(C)C=O, predict the reaction product. The product is: [N:14]1[CH:15]=[CH:16][CH:17]=[CH:18][C:13]=1[O:12][CH2:11][C:10]1[CH:19]=[CH:20][C:7]([CH:2]=[O:1])=[CH:8][CH:9]=1. (7) Given the reactants [F:1][C:2]1[C:9]([N+:10]([O-:12])=[O:11])=[CH:8][CH:7]=[CH:6][C:3]=1[CH:4]=[O:5].Cl([O-])=[O:14].[Na+].O1CCOCC1.S(=O)(=O)(O)N, predict the reaction product. The product is: [F:1][C:2]1[C:9]([N+:10]([O-:12])=[O:11])=[CH:8][CH:7]=[CH:6][C:3]=1[C:4]([OH:14])=[O:5]. (8) Given the reactants [H-].[H-].[H-].[H-].[Li+].[Al+3].C([O:9][C:10](=O)[CH2:11][C:12]1[C:16]2[CH:17]=[CH:18][CH:19]=[CH:20][C:15]=2[O:14][CH:13]=1)C, predict the reaction product. The product is: [O:14]1[C:15]2[CH:20]=[CH:19][CH:18]=[CH:17][C:16]=2[C:12]([CH2:11][CH2:10][OH:9])=[CH:13]1.